This data is from Catalyst prediction with 721,799 reactions and 888 catalyst types from USPTO. The task is: Predict which catalyst facilitates the given reaction. Reactant: [C:1]([NH:4][C:5]([CH2:16][CH2:17][C:18]1[CH:23]=[CH:22][C:21]([S:24][C:25]2[CH:30]=[CH:29][C:28]([C:31](=O)[CH2:32][O:33][C:34](=O)[CH:35]([CH3:37])[CH3:36])=[CH:27][CH:26]=2)=[CH:20][CH:19]=1)([C:11]([O:13][CH2:14][CH3:15])=[O:12])[C:6]([O:8][CH2:9][CH3:10])=[O:7])(=[O:3])[CH3:2].C([NH2:43])(=O)C.B(F)(F)F.CCOCC. The catalyst class is: 113. Product: [C:1]([NH:4][C:5]([CH2:16][CH2:17][C:18]1[CH:23]=[CH:22][C:21]([S:24][C:25]2[CH:30]=[CH:29][C:28]([C:31]3[N:43]=[C:34]([CH:35]([CH3:36])[CH3:37])[O:33][CH:32]=3)=[CH:27][CH:26]=2)=[CH:20][CH:19]=1)([C:11]([O:13][CH2:14][CH3:15])=[O:12])[C:6]([O:8][CH2:9][CH3:10])=[O:7])(=[O:3])[CH3:2].